Dataset: Full USPTO retrosynthesis dataset with 1.9M reactions from patents (1976-2016). Task: Predict the reactants needed to synthesize the given product. (1) Given the product [Si:2]([O:22][CH2:23][CH2:24][CH2:25]/[C:26](=[CH:36]\[S:37][C:38]1[CH:43]=[CH:42][CH:41]=[CH:40][CH:39]=1)/[C:27]([NH:29][C:30]1[CH:31]=[CH:32][CH:33]=[CH:34][CH:35]=1)=[O:28])([C:15]([CH3:18])([CH3:17])[CH3:16])([C:9]1[CH:14]=[CH:13][CH:12]=[CH:11][CH:10]=1)[C:3]1[CH:8]=[CH:7][CH:6]=[CH:5][CH:4]=1, predict the reactants needed to synthesize it. The reactants are: Cl[Si:2]([C:15]([CH3:18])([CH3:17])[CH3:16])([C:9]1[CH:14]=[CH:13][CH:12]=[CH:11][CH:10]=1)[C:3]1[CH:8]=[CH:7][CH:6]=[CH:5][CH:4]=1.C(Cl)Cl.[OH:22][CH2:23][CH2:24][CH2:25]/[C:26](=[CH:36]\[S:37][C:38]1[CH:43]=[CH:42][CH:41]=[CH:40][CH:39]=1)/[C:27]([NH:29][C:30]1[CH:35]=[CH:34][CH:33]=[CH:32][CH:31]=1)=[O:28].N1C=CN=C1. (2) Given the product [CH2:20]([C:2]1[CH:10]=[C:9]2[C:5]([CH2:6][CH2:7][N:8]2[C:11]([O:13][C:14]([CH3:17])([CH3:16])[CH3:15])=[O:12])=[CH:4][CH:3]=1)[CH:19]=[CH2:18], predict the reactants needed to synthesize it. The reactants are: Br[C:2]1[CH:10]=[C:9]2[C:5]([CH2:6][CH2:7][N:8]2[C:11]([O:13][C:14]([CH3:17])([CH3:16])[CH3:15])=[O:12])=[CH:4][CH:3]=1.[CH3:18][C:19]1C=CC=C(C)[C:20]=1CN1C2C(=CC=C(C(O)=O)C=2)C(C)=C1.